This data is from Forward reaction prediction with 1.9M reactions from USPTO patents (1976-2016). The task is: Predict the product of the given reaction. (1) Given the reactants FC(F)(F)C(O)=O.[Cl:8][C:9]1[CH:10]=[N:11][C:12]2[NH:13][C:14]3[CH:15]=[CH:16][CH:17]=[C:18]([CH:32]=3)[CH2:19][CH2:20][C:21]3[CH:29]=[C:25]([NH:26][C:27]=1[N:28]=2)[CH:24]=[CH:23][C:22]=3[O:30]C.B(Br)(Br)Br.C(=O)(O)[O-].[Na+], predict the reaction product. The product is: [Cl:8][C:9]1[CH:10]=[N:11][C:12]2[NH:13][C:14]3[CH:15]=[CH:16][CH:17]=[C:18]([CH:32]=3)[CH2:19][CH2:20][C:21]3[CH:29]=[C:25]([NH:26][C:27]=1[N:28]=2)[CH:24]=[CH:23][C:22]=3[OH:30]. (2) Given the reactants C([O:8][N:9]1[C:14](=[O:15])[C:13]2[CH:16]=[C:17]([F:25])[C:18]([N:20]3[CH2:24][CH2:23][CH2:22][CH2:21]3)=[N:19][C:12]=2[N:11]([C:26]2[CH:31]=[CH:30][CH:29]=[CH:28][C:27]=2[F:32])[C:10]1=[O:33])C1C=CC=CC=1, predict the reaction product. The product is: [F:32][C:27]1[CH:28]=[CH:29][CH:30]=[CH:31][C:26]=1[N:11]1[C:12]2[N:19]=[C:18]([N:20]3[CH2:24][CH2:23][CH2:22][CH2:21]3)[C:17]([F:25])=[CH:16][C:13]=2[C:14](=[O:15])[N:9]([OH:8])[C:10]1=[O:33]. (3) Given the reactants [H-].[Na+].[O:3]=[C:4]1[C@@H:13]2[CH2:14][N:15]([C:17]([O:19][C:20]([CH3:23])([CH3:22])[CH3:21])=[O:18])[CH2:16][C@@H:12]2[C:11]2[CH:10]=[CH:9][CH:8]=[C:7]([C:24]([F:27])([F:26])[F:25])[C:6]=2[NH:5]1.Cl.F[C:30](F)(F)C1C2NC(=O)[C@@H]3CNC[C@@H]3C=2C=CC=1.IC, predict the reaction product. The product is: [CH3:30][N:5]1[C:6]2[C:7]([C:24]([F:27])([F:25])[F:26])=[CH:8][CH:9]=[CH:10][C:11]=2[CH:12]2[CH2:16][N:15]([C:17]([O:19][C:20]([CH3:21])([CH3:22])[CH3:23])=[O:18])[CH2:14][CH:13]2[C:4]1=[O:3].